Dataset: Reaction yield outcomes from USPTO patents with 853,638 reactions. Task: Predict the reaction yield, written as a fraction of the theoretical maximum amount of product (1.0 means a 100% yield; for example, 0.34 means a 34% yield). (1) The catalyst is CN(C)C=O.[Cu]I.Cl[Pd](Cl)([P](C1C=CC=CC=1)(C1C=CC=CC=1)C1C=CC=CC=1)[P](C1C=CC=CC=1)(C1C=CC=CC=1)C1C=CC=CC=1. The product is [C:24]([C:3]1[CH:4]=[C:5]([CH:22]=[CH:23][C:2]=1[C:29]#[C:28][C:27]([CH3:31])([CH3:30])[CH3:26])[C:6]([NH:8][S:9]([C:12]1[CH:17]=[CH:16][CH:15]=[CH:14][C:13]=1[S:18](=[O:21])(=[O:20])[NH2:19])(=[O:11])=[O:10])=[O:7])#[N:25]. The reactants are Br[C:2]1[CH:23]=[CH:22][C:5]([C:6]([NH:8][S:9]([C:12]2[CH:17]=[CH:16][CH:15]=[CH:14][C:13]=2[S:18](=[O:21])(=[O:20])[NH2:19])(=[O:11])=[O:10])=[O:7])=[CH:4][C:3]=1[C:24]#[N:25].[CH3:26][C:27]([CH3:31])([CH3:30])[C:28]#[CH:29].C(NC(C)C)(C)C. The yield is 0.180. (2) The reactants are [CH3:1][CH:2]([CH3:23])[C@@H:3]([NH:12]C(=O)OCC1C=CC=CC=1)[C:4](=[O:11])[NH:5][CH2:6][C:7]([F:10])([F:9])[F:8].[H][H]. The catalyst is CCOC(C)=O.CCO.[Pd]. The product is [NH2:12][C@H:3]([CH:2]([CH3:23])[CH3:1])[C:4]([NH:5][CH2:6][C:7]([F:8])([F:9])[F:10])=[O:11]. The yield is 0.650. (3) The reactants are [O:1]=[S:2]1(=[O:15])[CH2:7][CH2:6][CH:5]([C:8]2[CH:13]=[CH:12][C:11]([NH2:14])=[CH:10][CH:9]=2)[CH2:4][CH2:3]1.[Br:16]N1C(=O)CCC1=O.CCOC(C)=O. The catalyst is C(Cl)Cl.CO.C(Cl)Cl. The product is [Br:16][C:12]1[CH:13]=[C:8]([CH:5]2[CH2:6][CH2:7][S:2](=[O:15])(=[O:1])[CH2:3][CH2:4]2)[CH:9]=[CH:10][C:11]=1[NH2:14]. The yield is 0.660. (4) The reactants are C[O:2][C:3](=[O:15])[C:4]([C:6]1[CH:11]=[CH:10][C:9]([S:12][CH3:13])=[C:8]([Cl:14])[CH:7]=1)=[O:5].[OH-].[Na+].Cl. The catalyst is C1(C)C=CC=CC=1. The product is [Cl:14][C:8]1[CH:7]=[C:6]([C:4](=[O:5])[C:3]([OH:15])=[O:2])[CH:11]=[CH:10][C:9]=1[S:12][CH3:13]. The yield is 0.980. (5) The reactants are [CH3:1][C:2]1[N:10]([C:11]([C:13]2[CH:14]=[CH:15][C:16]([Cl:19])=[CH:17][CH:18]=2)=O)[C:9]2[CH:8]=[CH:7][C:6]([O:20][CH3:21])=[CH:5][C:4]=2[C:3]=1[CH2:22][C:23](O)=[O:24].B(F)(F)F.CCOCC.[BH4-].[Na+]. The catalyst is C1COCC1. The product is [Cl:19][C:16]1[CH:17]=[CH:18][C:13]([CH2:11][N:10]2[C:9]3[C:4](=[CH:5][C:6]([O:20][CH3:21])=[CH:7][CH:8]=3)[C:3]([CH2:22][CH2:23][OH:24])=[C:2]2[CH3:1])=[CH:14][CH:15]=1. The yield is 0.490. (6) The reactants are [CH2:1]([O:3][C:4](=[O:9])[CH2:5][CH:6](Br)[CH3:7])[CH3:2].C(N(CC)CC)C.[Br:17][C:18]1[CH:19]=[C:20]([CH:22]=[CH:23][CH:24]=1)[NH2:21]. The catalyst is C1(C)C=CC=CC=1. The product is [CH2:1]([O:3][C:4](=[O:9])[CH2:5][CH2:6][CH2:7][NH:21][C:20]1[CH:22]=[CH:23][CH:24]=[C:18]([Br:17])[CH:19]=1)[CH3:2]. The yield is 0.600.